This data is from Reaction yield outcomes from USPTO patents with 853,638 reactions. The task is: Predict the reaction yield, written as a fraction of the theoretical maximum amount of product (1.0 means a 100% yield; for example, 0.34 means a 34% yield). (1) The reactants are [F:1][C:2]([F:7])([F:6])[C:3]([OH:5])=[O:4].[F:8][C:9]([F:14])([F:13])[C:10]([OH:12])=[O:11].FC(F)(F)C(O)=O.[Cl:22][C:23]1[CH:24]=[N:25][C:26]2[NH:27][C:28]3[CH:29]=[N:30][CH:31]=[C:32]([CH:54]=3)[CH2:33][CH2:34][C:35]3[CH:43]=[C:39]([NH:40][C:41]=1[N:42]=2)[CH:38]=[CH:37][C:36]=3[NH:44][C:45](=[O:53])[CH2:46][CH:47]1[CH2:52][CH2:51][NH:50][CH2:49][CH2:48]1.[N:55]([C:58]1[CH:63]=[CH:62][CH:61]=[CH:60][C:59]=1[CH3:64])=[C:56]=[O:57]. No catalyst specified. The product is [F:1][C:2]([F:7])([F:6])[C:3]([OH:5])=[O:4].[F:8][C:9]([F:14])([F:13])[C:10]([OH:12])=[O:11].[Cl:22][C:23]1[CH:24]=[N:25][C:26]2[NH:27][C:28]3[CH:29]=[N:30][CH:31]=[C:32]([CH:54]=3)[CH2:33][CH2:34][C:35]3[CH:43]=[C:39]([NH:40][C:41]=1[N:42]=2)[CH:38]=[CH:37][C:36]=3[NH:44][C:45](=[O:53])[CH2:46][CH:47]1[CH2:52][CH2:51][N:50]([C:56]([NH:55][C:58]2[CH:63]=[CH:62][CH:61]=[CH:60][C:59]=2[CH3:64])=[O:57])[CH2:49][CH2:48]1. The yield is 0.310. (2) The reactants are S(Cl)(Cl)=O.CC1C=C(C)C=CC=1C(O)=O.CC1C=C(C)C=CC=1C(Cl)=O.[CH3:27][C:28]1[CH:33]=[C:32]([CH3:34])[CH:31]=[CH:30][C:29]=1[C:35]([N:37]=[C:38]=[S:39])=[O:36].[Cl:40][C:41]1[CH:42]=[C:43]([CH:45]=[CH:46][C:47]=1[O:48][C:49]1[C:58]2[C:53](=[CH:54][C:55]([O:61][CH3:62])=[C:56]([O:59][CH3:60])[CH:57]=2)[N:52]=[CH:51][CH:50]=1)[NH2:44]. The catalyst is C(O)C.C1(C)C=CC=CC=1. The product is [Cl:40][C:41]1[CH:42]=[C:43]([NH:44][C:38]([NH:37][C:35](=[O:36])[C:29]2[CH:30]=[CH:31][C:32]([CH3:34])=[CH:33][C:28]=2[CH3:27])=[S:39])[CH:45]=[CH:46][C:47]=1[O:48][C:49]1[C:58]2[C:53](=[CH:54][C:55]([O:61][CH3:62])=[C:56]([O:59][CH3:60])[CH:57]=2)[N:52]=[CH:51][CH:50]=1. The yield is 0.970. (3) The yield is 0.960. The catalyst is Cl.O. The reactants are [I:1][C:2]1[CH:8]=[CH:7][CH:6]=[CH:5][C:3]=1[NH2:4].[N:9]([O-])=O.[Na+].[Sn](Cl)[Cl:14]. The product is [ClH:14].[I:1][C:2]1[CH:8]=[CH:7][CH:6]=[CH:5][C:3]=1[NH:4][NH2:9]. (4) The reactants are [Cl:1][C:2]1[N:7]=[C:6]([CH3:8])[CH:5]=[CH:4][N:3]=1.[Cl:9][C:10]1[S:14][C:13]([C:15](OCC)=[O:16])=[CH:12][CH:11]=1.C[Si]([N-][Si](C)(C)C)(C)C.[Li+].O. The catalyst is C1COCC1.ClCCl. The product is [Cl:1][C:2]1[N:7]=[C:6]([CH2:8][C:15]([C:13]2[S:14][C:10]([Cl:9])=[CH:11][CH:12]=2)=[O:16])[CH:5]=[CH:4][N:3]=1. The yield is 0.840. (5) The reactants are Br[CH2:2][C:3]([C:5]1[CH:10]=[CH:9][CH:8]=[CH:7][C:6]=1[N+:11]([O-:13])=[O:12])=O.[NH2:14][C:15]([NH2:17])=[S:16]. The catalyst is CCO. The product is [N+:11]([C:6]1[CH:7]=[CH:8][CH:9]=[CH:10][C:5]=1[C:3]1[N:14]=[C:15]([NH2:17])[S:16][CH:2]=1)([O-:13])=[O:12]. The yield is 1.00. (6) The reactants are [OH:1][C:2]1[CH:3]=[CH:4][C:5]([CH2:12][C@@H:13]([C:15]([OH:17])=[O:16])[NH2:14])=[C:6]2[C:11]=1[N:10]=[CH:9][CH:8]=[CH:7]2.S(Cl)(Cl)=O.[CH2:22](O)[CH3:23]. The catalyst is N#N. The product is [CH2:22]([O:16][C:15](=[O:17])[C@H:13]([CH2:12][C:5]1[CH:4]=[CH:3][C:2]([OH:1])=[C:11]2[C:6]=1[CH:7]=[CH:8][CH:9]=[N:10]2)[NH2:14])[CH3:23]. The yield is 0.920. (7) The reactants are [C:1]1([C:7]2[CH:12]=[C:11]([CH:13]([CH2:16][OH:17])[CH2:14][OH:15])[CH:10]=[CH:9][C:8]=2[NH:18][C:19]([C:21]2[NH:22][CH:23]=[C:24]([C:26]#[N:27])[N:25]=2)=[O:20])[CH2:6][CH2:5][CH2:4][CH2:3][CH:2]=1.N1C=CC=CC=1.Cl[C:35](Cl)([O:37]C(=O)OC(Cl)(Cl)Cl)Cl. The catalyst is C1COCC1.C(Cl)Cl. The product is [C:1]1([C:7]2[CH:12]=[C:11]([CH:13]3[CH2:14][O:15][C:35](=[O:37])[O:17][CH2:16]3)[CH:10]=[CH:9][C:8]=2[NH:18][C:19]([C:21]2[NH:22][CH:23]=[C:24]([C:26]#[N:27])[N:25]=2)=[O:20])[CH2:6][CH2:5][CH2:4][CH2:3][CH:2]=1. The yield is 0.480. (8) The reactants are C(NC(C)C)(C)C.C([Li])CCC.[CH2:13]([O:20][C:21]1[CH2:26][CH2:25][CH2:24][C:23](=[O:27])[CH:22]=1)[C:14]1[CH:19]=[CH:18][CH:17]=[CH:16][CH:15]=1.[CH2:28]1[O:38][C:31]2([CH2:36][CH2:35][C:34](=[O:37])[CH2:33][CH2:32]2)[O:30][CH2:29]1.[Cl-].[NH4+]. The catalyst is O1CCCC1.ClCCl. The product is [CH2:13]([O:20][C:21]1[CH2:26][CH2:25][CH:24]([C:34]2([OH:37])[CH2:35][CH2:36][C:31]3([O:38][CH2:28][CH2:29][O:30]3)[CH2:32][CH2:33]2)[C:23](=[O:27])[CH:22]=1)[C:14]1[CH:19]=[CH:18][CH:17]=[CH:16][CH:15]=1. The yield is 0.880. (9) The reactants are FC(F)(F)S(O[C:7]1[CH:8]=[N:9][C:10]2[C:15]([CH:16]=1)=[CH:14][CH:13]=[CH:12][C:11]=2[C:17]([O:19][CH3:20])=[O:18])(=O)=O.[CH2:23](B(O)O)[CH2:24][CH2:25][CH2:26][CH2:27][CH3:28].C([O-])([O-])=O.[Cs+].[Cs+]. The catalyst is C1(C)C=CC=CC=1.C1C=CC([P]([Pd]([P](C2C=CC=CC=2)(C2C=CC=CC=2)C2C=CC=CC=2)([P](C2C=CC=CC=2)(C2C=CC=CC=2)C2C=CC=CC=2)[P](C2C=CC=CC=2)(C2C=CC=CC=2)C2C=CC=CC=2)(C2C=CC=CC=2)C2C=CC=CC=2)=CC=1. The product is [CH2:23]([C:7]1[CH:8]=[N:9][C:10]2[C:15]([CH:16]=1)=[CH:14][CH:13]=[CH:12][C:11]=2[C:17]([O:19][CH3:20])=[O:18])[CH2:24][CH2:25][CH2:26][CH2:27][CH3:28]. The yield is 0.410.